This data is from Forward reaction prediction with 1.9M reactions from USPTO patents (1976-2016). The task is: Predict the product of the given reaction. (1) The product is: [CH3:1][C:2]1[C:3]([CH2:9][N:10]([CH2:17][C:18]2[C:23]([CH:24]([CH3:26])[CH3:25])=[CH:22][CH:21]=[CH:20][N:19]=2)[CH:11]2[CH2:16][CH2:15][N:14]([C:33]#[N:32])[CH2:13][CH2:12]2)=[N:4][CH:5]=[C:6]([CH3:8])[CH:7]=1. Given the reactants [CH3:1][C:2]1[C:3]([CH2:9][N:10]([CH2:17][C:18]2[C:23]([CH:24]([CH3:26])[CH3:25])=[CH:22][CH:21]=[CH:20][N:19]=2)[CH:11]2[CH2:16][CH2:15][NH:14][CH2:13][CH2:12]2)=[N:4][CH:5]=[C:6]([CH3:8])[CH:7]=1.CC([O-])=O.[Na+].[N:32]#[C:33]Br.O, predict the reaction product. (2) Given the reactants Br[C:2]1[CH:11]=[CH:10][C:9]2[N:8]=[C:7]([NH2:12])[C:6]3[N:13]=[CH:14][N:15]([CH2:16][CH:17]([CH3:19])[CH3:18])[C:5]=3[C:4]=2[CH:3]=1.[C:20]1([CH2:26][CH2:27][CH:28]=[CH2:29])[CH:25]=[CH:24][CH:23]=[CH:22][CH:21]=1, predict the reaction product. The product is: [CH3:18][CH:17]([CH3:19])[CH2:16][N:15]1[C:5]2[C:4]3[CH:3]=[C:2]([CH:29]=[CH:28][CH2:27][CH2:26][C:20]4[CH:25]=[CH:24][CH:23]=[CH:22][CH:21]=4)[CH:11]=[CH:10][C:9]=3[N:8]=[C:7]([NH2:12])[C:6]=2[N:13]=[CH:14]1. (3) The product is: [C:1]([O:5][C:6]([N:8]1[CH2:12][CH2:11][CH:10]([NH:13][C:60]([C:59]2[CH:58]=[CH:57][S:56][C:55]=2[NH:54][C:53]2[CH:52]=[CH:51][N:50]=[C:49]3[NH:45][CH:46]=[CH:47][C:48]=23)=[O:62])[CH2:9]1)=[O:7])([CH3:4])([CH3:2])[CH3:3]. Given the reactants [C:1]([O:5][C:6]([N:8]1[CH2:12][CH2:11][CH:10]([NH:13]C(C2SC=CC=2NC2C=CN=C3NC=CC=23)=O)[CH2:9]1)=[O:7])([CH3:4])([CH3:3])[CH3:2].C(N1CCCC(N)C1)(OC(C)(C)C)=O.[NH:45]1[C:49]2=[N:50][CH:51]=[CH:52][C:53]([NH:54][C:55]3[S:56][CH:57]=[CH:58][C:59]=3[C:60]([OH:62])=O)=[C:48]2[CH:47]=[CH:46]1, predict the reaction product. (4) Given the reactants Cl[C:2]1[CH:3]=[CH:4][C:5](=[O:23])[N:6]([CH2:8][CH2:9][O:10][C:11]2[C:20]3[C:15](=[CH:16][C:17]([O:21][CH3:22])=[CH:18][CH:19]=3)[N:14]=[CH:13][CH:12]=2)[N:7]=1.Cl.[NH2:25][CH2:26][C:27]1[CH:32]=[CH:31][C:30](B(O)O)=[CH:29][CH:28]=1.C([O-])([O-])=O.[Na+].[Na+].ClCCl, predict the reaction product. The product is: [NH2:25][CH2:26][C:27]1[CH:32]=[CH:31][C:30]([C:2]2[CH:3]=[CH:4][C:5](=[O:23])[N:6]([CH2:8][CH2:9][O:10][C:11]3[C:20]4[C:15](=[CH:16][C:17]([O:21][CH3:22])=[CH:18][CH:19]=4)[N:14]=[CH:13][CH:12]=3)[N:7]=2)=[CH:29][CH:28]=1. (5) Given the reactants [F:1][C:2]1[CH:3]=[CH:4][C:5]([NH:11][CH2:12][C:13]([F:19])([F:18])[C:14]([F:17])([F:16])[F:15])=[C:6]([CH:10]=1)[C:7]([OH:9])=O.[CH3:20][C:21]([NH2:25])([C:23]#[CH:24])[CH3:22].CCN=C=NCCCN(C)C.CCN(C(C)C)C(C)C.C1C=CC2N(O)N=NC=2C=1, predict the reaction product. The product is: [F:1][C:2]1[CH:3]=[CH:4][C:5]([NH:11][CH2:12][C:13]([F:19])([F:18])[C:14]([F:17])([F:16])[F:15])=[C:6]([CH:10]=1)[C:7]([NH:25][C:21]([CH3:22])([C:23]#[CH:24])[CH3:20])=[O:9]. (6) Given the reactants [F:1][C:2]1[CH:3]=[C:4]([CH2:13][CH2:14][C:15]([O:17][CH2:18][CH3:19])=[O:16])[CH:5]=[C:6]([F:12])[C:7]=1[O:8]COC.Cl.O, predict the reaction product. The product is: [F:1][C:2]1[CH:3]=[C:4]([CH2:13][CH2:14][C:15]([O:17][CH2:18][CH3:19])=[O:16])[CH:5]=[C:6]([F:12])[C:7]=1[OH:8]. (7) Given the reactants [OH:1][CH2:2][C@@H:3]([N:8]1[C:17]2[C:12](=[CH:13][C:14](I)=[CH:15][CH:16]=2)[C:11](=[O:19])[C:10]([C:20]([O:22][CH2:23][CH3:24])=[O:21])=[CH:9]1)[C:4]([CH3:7])([CH3:6])[CH3:5].[CH3:25][C:26]1([CH3:42])[C:30]([CH3:32])([CH3:31])[O:29][B:28]([B:28]2[O:29][C:30]([CH3:32])([CH3:31])[C:26]([CH3:42])([CH3:25])[O:27]2)[O:27]1.C(N(CC)CC)C.C([O-])(=O)C.[K+], predict the reaction product. The product is: [OH:1][CH2:2][C@@H:3]([N:8]1[C:17]2[C:12](=[CH:13][C:14]([B:28]3[O:29][C:30]([CH3:32])([CH3:31])[C:26]([CH3:42])([CH3:25])[O:27]3)=[CH:15][CH:16]=2)[C:11](=[O:19])[C:10]([C:20]([O:22][CH2:23][CH3:24])=[O:21])=[CH:9]1)[C:4]([CH3:7])([CH3:6])[CH3:5]. (8) Given the reactants [Cl:1][Si](C)(C)C.[CH3:6][CH2:7][C:8](=[O:14])[CH2:9][C:10](=[O:13])[CH2:11][CH3:12].CS(C)=O, predict the reaction product. The product is: [Cl:1][CH:9]([C:8](=[O:14])[CH2:7][CH3:6])[C:10](=[O:13])[CH2:11][CH3:12]. (9) Given the reactants [CH2:1]([O:8][C:9]1[CH:14]=[C:13]([O:15][CH2:16][C:17]2[CH:22]=[CH:21][CH:20]=[CH:19][CH:18]=2)[C:12]([CH:23]([CH3:25])[CH3:24])=[CH:11][C:10]=1[C:26]1[O:30][N:29]=[C:28]([C:31]([NH:33][CH2:34][CH3:35])=[O:32])[C:27]=1[C:36]1[O:40][N:39]=[C:38]([CH2:41][OH:42])[CH:37]=1)[C:2]1[CH:7]=[CH:6][CH:5]=[CH:4][CH:3]=1.C1C=C[NH+]=CC=1.[O-][Cr](Cl)(=O)=O, predict the reaction product. The product is: [CH2:1]([O:8][C:9]1[CH:14]=[C:13]([O:15][CH2:16][C:17]2[CH:18]=[CH:19][CH:20]=[CH:21][CH:22]=2)[C:12]([CH:23]([CH3:25])[CH3:24])=[CH:11][C:10]=1[C:26]1[O:30][N:29]=[C:28]([C:31]([NH:33][CH2:34][CH3:35])=[O:32])[C:27]=1[C:36]1[O:40][N:39]=[C:38]([CH:41]=[O:42])[CH:37]=1)[C:2]1[CH:3]=[CH:4][CH:5]=[CH:6][CH:7]=1.